From a dataset of Reaction yield outcomes from USPTO patents with 853,638 reactions. Predict the reaction yield, written as a fraction of the theoretical maximum amount of product (1.0 means a 100% yield; for example, 0.34 means a 34% yield). (1) The catalyst is C(O)(=O)C. The reactants are [CH3:1][C:2]1[CH:3]([C:10]2[CH:15]=[CH:14][CH:13]=[CH:12][C:11]=2[CH:16]=[N:17][C:18]2[C:23]([CH:24]([CH3:26])[CH3:25])=[CH:22][CH:21]=[CH:20][C:19]=2[CH:27]([CH3:29])[CH3:28])[C:4]([CH3:9])=[C:5]([CH3:8])[C:6]=1[CH3:7].[BH4-].[Na+].O.C1(C)C=CC=CC=1. The yield is 0.824. The product is [CH3:9][C:4]1[CH:3]([C:10]2[CH:15]=[CH:14][CH:13]=[CH:12][C:11]=2[CH2:16][NH:17][C:18]2[C:23]([CH:24]([CH3:25])[CH3:26])=[CH:22][CH:21]=[CH:20][C:19]=2[CH:27]([CH3:29])[CH3:28])[C:2]([CH3:1])=[C:6]([CH3:7])[C:5]=1[CH3:8]. (2) The reactants are [F:1][C:2]1[CH:10]=[CH:9][C:5]([C:6](Cl)=[O:7])=[CH:4][CH:3]=1.[NH:11]1[C:19]2[C:14](=[CH:15][CH:16]=[C:17]([C:20]([O:22][CH3:23])=[O:21])[CH:18]=2)[CH:13]=[CH:12]1.[Cl-].C([Al+]CC)C. The catalyst is ClCCCl. The product is [F:1][C:2]1[CH:10]=[CH:9][C:5]([C:6]([C:13]2[C:14]3[C:19](=[CH:18][C:17]([C:20]([O:22][CH3:23])=[O:21])=[CH:16][CH:15]=3)[NH:11][CH:12]=2)=[O:7])=[CH:4][CH:3]=1. The yield is 0.380. (3) The reactants are [C:1]12([CH2:11][CH2:12][N:13]([CH2:26][CH2:27][NH:28][CH3:29])[C:14]([NH:16][CH2:17][CH2:18][CH2:19][C:20]3[CH:25]=[CH:24][N:23]=[CH:22][CH:21]=3)=[O:15])[CH2:10][CH:5]3[CH2:6][CH:7]([CH2:9][CH:3]([CH2:4]3)[CH2:2]1)[CH2:8]2.C(=O)([O-])[O-].[K+].[K+].[I-].[Na+].[CH3:38][O:39][CH2:40][CH2:41]Cl. The catalyst is O.C(OCC)C.CN(C)C=O. The product is [C:1]12([CH2:11][CH2:12][N:13]([CH2:26][CH2:27][N:28]([CH2:41][CH2:40][O:39][CH3:38])[CH3:29])[C:14]([NH:16][CH2:17][CH2:18][CH2:19][C:20]3[CH:25]=[CH:24][N:23]=[CH:22][CH:21]=3)=[O:15])[CH2:8][CH:7]3[CH2:6][CH:5]([CH2:4][CH:3]([CH2:9]3)[CH2:2]1)[CH2:10]2. The yield is 0.321. (4) The catalyst is C1COCC1.O.C(O)(=O)C. The reactants are [S:1]1[CH:5]=[CH:4][C:3]2[C:6](=O)[CH2:7][CH2:8][C:2]1=2.[Cl:10][C:11]1[CH:16]=[C:15]([Cl:17])[CH:14]=[CH:13][C:12]=1[N:18]=[C:19]=S.C[Si](C)(C)[Si](C)(C)C.[Li].O.[NH2:31][NH2:32]. The product is [Cl:10][C:11]1[CH:16]=[C:15]([Cl:17])[CH:14]=[CH:13][C:12]=1[NH:18][C:19]1[C:7]2[CH2:8][C:2]3[S:1][CH:5]=[CH:4][C:3]=3[C:6]=2[NH:32][N:31]=1. The yield is 0.330. (5) The reactants are [O:1]=[C:2]1[NH:7][CH:6]=[N:5][C:4]2[N:8]([C:11]3[CH:18]=[CH:17][C:14]([CH:15]=[O:16])=[CH:13][CH:12]=3)[N:9]=[CH:10][C:3]1=2.[BH4-].[Na+]. The catalyst is O1CCCC1. The product is [OH:16][CH2:15][C:14]1[CH:17]=[CH:18][C:11]([N:8]2[C:4]3[N:5]=[CH:6][NH:7][C:2](=[O:1])[C:3]=3[CH:10]=[N:9]2)=[CH:12][CH:13]=1. The yield is 0.200.